Dataset: Forward reaction prediction with 1.9M reactions from USPTO patents (1976-2016). Task: Predict the product of the given reaction. Given the reactants [F:1][C:2]1[CH:10]=[C:9]([CH3:11])[C:5]([C:6]([OH:8])=O)=[CH:4][N:3]=1.[CH:12]1([C:15]2[CH:20]=[C:19]([CH:21]3[CH2:23][CH2:22]3)[CH:18]=[CH:17][C:16]=2[N:24]2[CH2:29][CH2:28][NH:27][CH2:26][CH2:25]2)[CH2:14][CH2:13]1, predict the reaction product. The product is: [CH:12]1([C:15]2[CH:20]=[C:19]([CH:21]3[CH2:23][CH2:22]3)[CH:18]=[CH:17][C:16]=2[N:24]2[CH2:25][CH2:26][N:27]([C:6]([C:5]3[CH:4]=[N:3][C:2]([F:1])=[CH:10][C:9]=3[CH3:11])=[O:8])[CH2:28][CH2:29]2)[CH2:13][CH2:14]1.